From a dataset of Full USPTO retrosynthesis dataset with 1.9M reactions from patents (1976-2016). Predict the reactants needed to synthesize the given product. (1) Given the product [Cl:13][C:14]1[CH:19]=[CH:18][C:17]([CH2:20][NH:21][C:22](=[O:26])[CH:23]([CH3:25])[CH3:24])=[CH:16][C:15]=1[N:27]1[C:9](=[O:10])[NH:8][C:6]([C:5]2[CH:11]=[CH:12][C:2]([I:1])=[CH:3][CH:4]=2)=[N:28]1, predict the reactants needed to synthesize it. The reactants are: [I:1][C:2]1[CH:12]=[CH:11][C:5]([C:6]([N:8]=[C:9]=[O:10])=O)=[CH:4][CH:3]=1.[Cl:13][C:14]1[CH:19]=[CH:18][C:17]([CH2:20][NH:21][C:22](=[O:26])[CH:23]([CH3:25])[CH3:24])=[CH:16][C:15]=1[NH:27][NH:28]C(OC(C)(C)C)=O.FC(F)(F)C(O)=O. (2) Given the product [C:22]([C:3]1[C:2]([NH:1][S:24](=[O:27])(=[O:26])[NH2:25])=[CH:21][CH:20]=[CH:19][C:4]=1[O:5][CH2:6][C:7]([NH:10][C:11](=[O:18])[C:12]1[CH:13]=[CH:14][N:15]=[CH:16][CH:17]=1)([CH3:9])[CH3:8])#[N:23], predict the reactants needed to synthesize it. The reactants are: [NH2:1][C:2]1[C:3]([C:22]#[N:23])=[C:4]([CH:19]=[CH:20][CH:21]=1)[O:5][CH2:6][C:7]([NH:10][C:11](=[O:18])[C:12]1[CH:17]=[CH:16][N:15]=[CH:14][CH:13]=1)([CH3:9])[CH3:8].[S:24](Cl)(=[O:27])(=[O:26])[NH2:25].C([O-])(O)=O.[Na+]. (3) Given the product [Cl:61][C:59]1[CH:58]=[CH:57][C:56]([F:62])=[C:55]([C:52]2[CH:53]=[CH:54][C:49]([CH2:48][N:46]([CH2:45][C@@H:44]([OH:63])[C:43]([OH:64])=[O:42])[NH:47][C:7]([C:4]3[S:3][C:2]([OH:1])=[N:6][CH:5]=3)=[O:9])=[CH:50][CH:51]=2)[CH:60]=1, predict the reactants needed to synthesize it. The reactants are: [OH:1][C:2]1[S:3][C:4]([C:7]([OH:9])=O)=[CH:5][N:6]=1.CN(C(ON1N=NC2C=CC(=CC1=2)Cl)=[N+](C)C)C.F[P-](F)(F)(F)(F)F.CN(C=O)C.C([O:42][C:43](=[O:64])[C@H:44]([OH:63])[CH2:45][N:46]([CH2:48][C:49]1[CH:54]=[CH:53][C:52]([C:55]2[CH:60]=[C:59]([Cl:61])[CH:58]=[CH:57][C:56]=2[F:62])=[CH:51][CH:50]=1)[NH2:47])C.CCN(C(C)C)C(C)C.CCO.[Li+].[OH-].O.